From a dataset of Full USPTO retrosynthesis dataset with 1.9M reactions from patents (1976-2016). Predict the reactants needed to synthesize the given product. Given the product [N:7]1([S:12]([C:15]2[CH:16]=[C:17]3[C:21](=[CH:22][CH:23]=2)[NH:20][C:19](=[O:24])[C:18]3=[O:25])(=[O:14])=[O:13])[CH2:11][CH2:10][CH2:9][CH2:8]1, predict the reactants needed to synthesize it. The reactants are: CC(C)([O-])C.[K+].[N:7]1([S:12]([C:15]2[CH:16]=[C:17]3[C:21](=[CH:22][CH:23]=2)[NH:20][C:19](=[O:24])[C:18]23OCCC[O:25]2)(=[O:14])=[O:13])[CH2:11][CH2:10][CH2:9][CH2:8]1.ClCC(C)(C)C#N.